This data is from Full USPTO retrosynthesis dataset with 1.9M reactions from patents (1976-2016). The task is: Predict the reactants needed to synthesize the given product. (1) Given the product [Cl:1][C:2]1[CH:3]=[C:4]2[C:12](=[CH:13][CH:14]=1)[NH:11][C:10]1[CH:9]([NH:21][C:20]3[CH:22]=[CH:23][C:17]([Cl:16])=[CH:18][CH:19]=3)[CH2:8][CH2:7][CH2:6][C:5]2=1, predict the reactants needed to synthesize it. The reactants are: [Cl:1][C:2]1[CH:3]=[C:4]2[C:12](=[CH:13][CH:14]=1)[NH:11][C:10]1[C:9](=O)[CH2:8][CH2:7][CH2:6][C:5]2=1.[Cl:16][C:17]1[CH:23]=[CH:22][C:20]([NH2:21])=[CH:19][CH:18]=1. (2) Given the product [CH2:1]([C:3]1[C:4](=[O:31])[N:5]([CH2:22][CH2:23][C:24]2[CH:29]=[CH:28][CH:27]=[CH:26][C:25]=2[F:30])[C:6]([C:11]2[CH:16]=[CH:15][CH:14]=[C:13]([F:17])[C:12]=2[OH:18])=[N:7][C:8]=1[CH2:9][CH3:10])[CH3:2], predict the reactants needed to synthesize it. The reactants are: [CH2:1]([C:3]1[C:4](=[O:31])[N:5]([CH2:22][CH2:23][C:24]2[CH:29]=[CH:28][CH:27]=[CH:26][C:25]=2[F:30])[C:6]([C:11]2[CH:16]=[CH:15][CH:14]=[C:13]([F:17])[C:12]=2[O:18]COC)=[N:7][C:8]=1[CH2:9][CH3:10])[CH3:2].C(O)(C(F)(F)F)=O. (3) Given the product [Br:1][C:2]1[S:6][C:5]([C:7]([NH2:17])=[O:9])=[N:4][CH:3]=1, predict the reactants needed to synthesize it. The reactants are: [Br:1][C:2]1[S:6][C:5]([C:7]([OH:9])=O)=[N:4][CH:3]=1.C(Cl)(=O)C(Cl)=O.C[N:17](C=O)C. (4) The reactants are: Cl[C:2]1[CH:7]=[CH:6][C:5]([O:8][CH3:9])=[CH:4][CH:3]=1.[CH2:10]([NH:14][CH2:15][CH2:16][CH2:17][CH3:18])[CH2:11][CH2:12][CH3:13].CC(C)([O-])C.[Na+]. Given the product [CH2:10]([N:14]([CH2:15][CH2:16][CH2:17][CH3:18])[C:2]1[CH:7]=[CH:6][C:5]([O:8][CH3:9])=[CH:4][CH:3]=1)[CH2:11][CH2:12][CH3:13], predict the reactants needed to synthesize it. (5) The reactants are: [F:1][C:2]1[CH:3]=[C:4]([N+:17]([O-:19])=[O:18])[CH:5]=[C:6]2[C:11]=1[N:10]([CH2:12][CH2:13][N:14](C)[CH3:15])[CH2:9][CH2:8][CH2:7]2.Cl[C:21]([O:23][C:24]1[CH:29]=[CH:28][CH:27]=[CH:26][CH:25]=1)=[O:22]. Given the product [F:1][C:2]1[CH:3]=[C:4]([N+:17]([O-:19])=[O:18])[CH:5]=[C:6]2[C:11]=1[N:10]([CH2:12][CH2:13][N:14]([CH3:15])[C:21](=[O:22])[O:23][C:24]1[CH:29]=[CH:28][CH:27]=[CH:26][CH:25]=1)[CH2:9][CH2:8][CH2:7]2, predict the reactants needed to synthesize it. (6) Given the product [F:1][C:2]1[C:7]([F:8])=[CH:6][CH:5]=[CH:4][C:3]=1[CH:9]1[CH2:15][CH2:14][CH:13]=[CH:12][CH2:11][CH2:10]1, predict the reactants needed to synthesize it. The reactants are: [F:1][C:2]1[C:7]([F:8])=[CH:6][CH:5]=[CH:4][C:3]=1[C:9]1(O)[CH2:15][CH2:14][CH:13]=[CH:12][CH2:11][CH2:10]1.C([SiH](CC)CC)C.C(O)(C(F)(F)F)=O. (7) Given the product [ClH:44].[ClH:47].[Br:22][C:21]1[C:16]([O:15][C:10]2[C:11]([CH3:14])=[N:12][CH:13]=[C:8]([C:9]=2[CH3:42])[C:6]([NH:5][CH2:4][CH2:3][N:2]([CH3:1])[CH3:43])=[O:7])=[CH:17][C:18]([NH:23][C:24]2[S:28][N:27]=[C:26]([CH:29]3[CH2:30][CH2:31][NH:32][CH2:33][CH2:34]3)[N:25]=2)=[N:19][CH:20]=1, predict the reactants needed to synthesize it. The reactants are: [CH3:1][N:2]([CH3:43])[CH2:3][CH2:4][NH:5][C:6]([C:8]1[C:9]([CH3:42])=[C:10]([O:15][C:16]2[C:21]([Br:22])=[CH:20][N:19]=[C:18]([NH:23][C:24]3[S:28][N:27]=[C:26]([CH:29]4[CH2:34][CH2:33][N:32](C(OC(C)(C)C)=O)[CH2:31][CH2:30]4)[N:25]=3)[CH:17]=2)[C:11]([CH3:14])=[N:12][CH:13]=1)=[O:7].[Cl:44]CCl.[ClH:47]. (8) Given the product [Cl:12][C:13]1[N:18]=[CH:17][C:16]([O:19][C:2]2[CH:9]=[CH:8][C:7]([CH:10]=[O:11])=[CH:6][C:3]=2[C:4]#[N:5])=[CH:15][CH:14]=1, predict the reactants needed to synthesize it. The reactants are: F[C:2]1[CH:9]=[CH:8][C:7]([CH:10]=[O:11])=[CH:6][C:3]=1[C:4]#[N:5].[Cl:12][C:13]1[N:18]=[CH:17][C:16]([OH:19])=[CH:15][CH:14]=1.